From a dataset of Experimentally validated miRNA-target interactions with 360,000+ pairs, plus equal number of negative samples. Binary Classification. Given a miRNA mature sequence and a target amino acid sequence, predict their likelihood of interaction. (1) The miRNA is mmu-miR-669b-5p with sequence AGUUUUGUGUGCAUGUGCAUGU. The protein sequence of the target gene is MMDGRLLEHPHAQFGGSLGGVVGFPYPLGHHHVYELAGHQLQSAAAAAAAASVPFSIDGLLSGSCAAAAASVVNPTPLLPAACGVAGESQPFKLADSGDPDKESPGCKRRRTRTNFTGWQLEELEKAFNESHYPDVFMREALALRLDLVESRVQVWFQNRRAKWRKKENTKKGPGRPAHNSHPTTCSGEPMDPEEIARKELEKMEKKKRKHEKKLLKSQSRHLHSPGGLSLHSAPSSDSDSGGGGLSPEPPEPPPPTAAAKGPGAHGSGIAGSAPVPPGEPPAPGTCDPAFYPSQRSGAG.... Result: 1 (interaction). (2) The miRNA is mmu-miR-15a-5p with sequence UAGCAGCACAUAAUGGUUUGUG. The protein sequence of the target gene is MHPARPALWAAALTALTLLRGPPVARAGAGAVGAGPVVRCEPCDARALSQCAPPPTAPACTELVREPGCGCCLTCALREGDACGVYTERCGTGLRCQPRPAEQYPLRALLNGRGFCANASAAGSLSTYLPSQPAPGNISESEEEHNAGSVESQVVPSTHRVTDSKFHPLHAKMDVIKKGHARDSQRYKVDYESQSTDTQNFSSESKRETEYGPCRREMEDTLNHLKFLNVLSPRGVHIPNCDKKGFYKKKQCRPSKGRKRGFCWCVDKYGQPLPGYDTKGKDDVHCLSVQSQ. Result: 1 (interaction).